From a dataset of Experimentally validated miRNA-target interactions with 360,000+ pairs, plus equal number of negative samples. Binary Classification. Given a miRNA mature sequence and a target amino acid sequence, predict their likelihood of interaction. The miRNA is hsa-miR-3194-5p with sequence GGCCAGCCACCAGGAGGGCUG. The protein sequence of the target gene is MGWKMASPTDGTDLEASLLSFEKLDRASPDLWPEQLPGVAEFAASFKSPITSSPPKWMAEIERDDIDMLKELGSLTTANLMEKVRGLQNLAYQLGLDESREMTRGKFLNILEKPKK. Result: 0 (no interaction).